Task: Predict the product of the given reaction.. Dataset: Forward reaction prediction with 1.9M reactions from USPTO patents (1976-2016) (1) Given the reactants [F:1][C:2]1[CH:18]=[CH:17][C:5]([CH2:6][O:7][C:8]2[CH:9]=[C:10]([CH:14]=[CH:15][CH:16]=2)[C:11]([OH:13])=O)=[CH:4][CH:3]=1.[NH2:19][CH:20]1[CH:27]2[CH2:28][C:23]3([OH:30])[CH2:24][CH:25]([CH2:29][CH:21]1[CH2:22]3)[CH2:26]2, predict the reaction product. The product is: [F:1][C:2]1[CH:3]=[CH:4][C:5]([CH2:6][O:7][C:8]2[CH:9]=[C:10]([CH:14]=[CH:15][CH:16]=2)[C:11]([NH:19][CH:20]2[CH:21]3[CH2:29][CH:25]4[CH2:24][C:23]([OH:30])([CH2:28][CH:27]2[CH2:26]4)[CH2:22]3)=[O:13])=[CH:17][CH:18]=1. (2) The product is: [F:24][C:23]([F:26])([F:25])[O:22][C:18]1[CH:17]=[C:16]([CH2:15][C:14]([NH:13][C:11]2[S:12][C:8]([CH2:7][CH2:6][CH2:5][CH2:4][N:1]3[CH:43]=[C:42]([C:41]([O:45][CH2:46][CH3:47])=[O:44])[N:3]=[N:2]3)=[N:9][N:10]=2)=[O:27])[CH:21]=[CH:20][CH:19]=1. Given the reactants [N:1]([CH2:4][CH2:5][CH2:6][CH2:7][C:8]1[S:12][C:11]([NH:13][C:14](=[O:27])[CH2:15][C:16]2[CH:21]=[CH:20][CH:19]=[C:18]([O:22][C:23]([F:26])([F:25])[F:24])[CH:17]=2)=[N:10][N:9]=1)=[N+:2]=[N-:3].CCN(C(C)C)C(C)C.CC(O)=O.[C:41]([O:45][CH2:46][CH3:47])(=[O:44])[C:42]#[CH:43], predict the reaction product. (3) Given the reactants [CH2:1]([O:3][C:4]([C:6]1[CH:10]=[CH:9][O:8][CH:7]=1)=[O:5])[CH3:2].CN(C)[CH:13]=[O:14].P(Cl)(Cl)(Cl)=O.C(=O)([O-])[O-].[Na+].[Na+], predict the reaction product. The product is: [CH2:1]([O:3][C:4]([C:6]1[CH:10]=[C:9]([CH:13]=[O:14])[O:8][CH:7]=1)=[O:5])[CH3:2]. (4) Given the reactants [F:1][C:2]([F:16])([F:15])[C:3]1[CH:4]=[CH:5][C:6]2[CH:10]=[C:9]([C:11](O)=[O:12])[S:8][C:7]=2[CH:14]=1.C(Cl)(C([Cl:21])=O)=O, predict the reaction product. The product is: [F:1][C:2]([F:16])([F:15])[C:3]1[CH:4]=[CH:5][C:6]2[CH:10]=[C:9]([C:11]([Cl:21])=[O:12])[S:8][C:7]=2[CH:14]=1. (5) The product is: [CH3:1][C:2]1[CH:11]=[CH:10][C:9]2[C:4](=[CH:5][CH:6]=[CH:7][C:8]=2[O:12][CH2:13][CH2:14][N:15]2[CH2:20][CH2:19][CH:18]([CH2:21][C:22]3[CH:23]=[C:24]([CH:27]=[CH:28][CH:29]=3)[C:25]#[N:26])[CH2:17][CH2:16]2)[N:3]=1. Given the reactants [CH3:1][C:2]1[CH:11]=[CH:10][C:9]2[C:4](=[CH:5][CH:6]=[CH:7][C:8]=2[O:12][CH2:13][CH2:14][N:15]2[CH2:20][CH2:19][C:18](=[CH:21][C:22]3[CH:23]=[C:24]([CH:27]=[CH:28][CH:29]=3)[C:25]#[N:26])[CH2:17][CH2:16]2)[N:3]=1.C(OCC)(=O)C, predict the reaction product. (6) Given the reactants [C:1]([C:8]1[C:16]([OH:17])=[C:15]([NH2:18])[CH:14]=[CH:13][C:9]=1[C:10]([OH:12])=[O:11])([O:3][C:4]([CH3:7])([CH3:6])[CH3:5])=[O:2].N1C=CC=CC=1.[C:25](OC(=O)C)(=[O:27])[CH3:26].Cl, predict the reaction product. The product is: [C:1]([C:8]1[C:16]([O:17][C:25](=[O:27])[CH3:26])=[C:15]([NH2:18])[CH:14]=[CH:13][C:9]=1[C:10]([OH:12])=[O:11])([O:3][C:4]([CH3:7])([CH3:6])[CH3:5])=[O:2]. (7) The product is: [CH2:18]([NH:25][S:7]([C:4]1[CH:5]=[CH:6][C:1]([CH3:11])=[CH:2][CH:3]=1)(=[O:9])=[O:8])[C:19]1[CH:24]=[CH:23][CH:22]=[CH:21][CH:20]=1. Given the reactants [C:1]1([CH3:11])[CH:6]=[CH:5][C:4]([S:7](Cl)(=[O:9])=[O:8])=[CH:3][CH:2]=1.N1C=CC=CC=1.[CH2:18]([NH2:25])[C:19]1[CH:24]=[CH:23][CH:22]=[CH:21][CH:20]=1, predict the reaction product.